This data is from Forward reaction prediction with 1.9M reactions from USPTO patents (1976-2016). The task is: Predict the product of the given reaction. (1) Given the reactants Cl.Cl.[C:3]([C:7]1[CH:12]=[CH:11][CH:10]=[CH:9][C:8]=1[N:13]1[CH2:18][CH2:17][NH:16][CH2:15][CH2:14]1)([CH3:6])([CH3:5])[CH3:4].N([CH:22]([CH3:28])[C:23]([O:25][CH2:26][CH3:27])=[O:24])=C=O.C([N:31]([CH2:34]C)CC)C.[O:36]1CCCC1, predict the reaction product. The product is: [C:3]([C:7]1[CH:12]=[CH:11][CH:10]=[CH:9][C:8]=1[N:13]1[CH2:18][CH2:17][N:16]([C:34]([NH:31][CH2:28][CH2:22][C:23]([O:25][CH2:26][CH3:27])=[O:24])=[O:36])[CH2:15][CH2:14]1)([CH3:6])([CH3:4])[CH3:5]. (2) Given the reactants Cl.[NH2:2][C@H:3]([CH2:10][C:11]1[CH:16]=[CH:15][C:14]([C:17]2[CH:22]=[CH:21][CH:20]=[C:19]([Cl:23])[CH:18]=2)=[CH:13][CH:12]=1)[CH2:4][C:5]([O:7]CC)=[O:6].[N:24]([CH2:27][C:28]([O:30]CC)=[O:29])=[C:25]=[O:26].N1C=CC=CC=1.[OH-].[Na+].Cl, predict the reaction product. The product is: [C:28]([CH2:27][NH:24][C:25](=[O:26])[NH:2][C@H:3]([CH2:10][C:11]1[CH:12]=[CH:13][C:14]([C:17]2[CH:22]=[CH:21][CH:20]=[C:19]([Cl:23])[CH:18]=2)=[CH:15][CH:16]=1)[CH2:4][C:5]([OH:7])=[O:6])([OH:30])=[O:29]. (3) Given the reactants Cl.[CH:2]1([NH:8][C:9]2[C:14]([CH3:15])=[C:13]([CH3:16])[N:12]=[C:11](NCC3C=CC=CN=3)[N:10]=2)[CH2:7][CH2:6][CH2:5][CH2:4][CH2:3]1.[CH:25]([C:28]1[CH:35]=[CH:34][C:31]([CH2:32][NH2:33])=[CH:30][CH:29]=1)([CH3:27])[CH3:26], predict the reaction product. The product is: [CH:2]1([NH:8][C:9]2[C:14]([CH3:15])=[C:13]([CH3:16])[N:12]=[C:11]([NH:33][CH2:32][C:31]3[CH:30]=[CH:29][C:28]([CH:25]([CH3:27])[CH3:26])=[CH:35][CH:34]=3)[N:10]=2)[CH2:3][CH2:4][CH2:5][CH2:6][CH2:7]1.